Dataset: Reaction yield outcomes from USPTO patents with 853,638 reactions. Task: Predict the reaction yield, written as a fraction of the theoretical maximum amount of product (1.0 means a 100% yield; for example, 0.34 means a 34% yield). (1) The reactants are [Br:1][C:2]1[C:3]([F:12])=[C:4]2[C:10]([NH2:11])=[CH:9][NH:8][C:5]2=[N:6][CH:7]=1.[C:18]([O:16][CH2:17][C:18]([OH:16])=[O:19])(=[O:19])[CH3:17].C1N(P(Cl)(N2C(=O)OCC2)=O)C(=O)OC1.C(N(CC)CC)C.[Li+].[OH-]. The catalyst is C(Cl)Cl.CC#N.O.O. The product is [Br:1][C:2]1[C:3]([F:12])=[C:4]2[C:10]([NH:11][C:17](=[O:16])[CH2:18][OH:19])=[CH:9][NH:8][C:5]2=[N:6][CH:7]=1. The yield is 0.530. (2) The reactants are [CH2:1]([O:8][C:9]1[CH:18]=[CH:17][C:16]([N+:19]([O-])=O)=[C:15]2[C:10]=1[CH:11]=[CH:12][CH:13]=[N:14]2)[C:2]1[CH:7]=[CH:6][CH:5]=[CH:4][CH:3]=1.Cl[Sn]Cl. The catalyst is CCO. The product is [CH2:1]([O:8][C:9]1[CH:18]=[CH:17][C:16]([NH2:19])=[C:15]2[C:10]=1[CH:11]=[CH:12][CH:13]=[N:14]2)[C:2]1[CH:3]=[CH:4][CH:5]=[CH:6][CH:7]=1. The yield is 0.660. (3) The reactants are [F:1][C:2]([F:13])([F:12])[O:3][C:4]1[CH:11]=[CH:10][C:7]([CH:8]=O)=[CH:6][CH:5]=1.[C:14]12([NH2:24])[CH2:23][CH:18]3[CH2:19][CH:20]([CH2:22][CH:16]([CH2:17]3)[CH2:15]1)[CH2:21]2. No catalyst specified. The product is [C:14]12([NH:24][CH2:8][C:7]3[CH:10]=[CH:11][C:4]([O:3][C:2]([F:13])([F:12])[F:1])=[CH:5][CH:6]=3)[CH2:21][CH:20]3[CH2:19][CH:18]([CH2:17][CH:16]([CH2:22]3)[CH2:15]1)[CH2:23]2. The yield is 0.720. (4) The reactants are [C:1]([O:5][C:6]([C:8]1([C:13]([O:15]C(C)(C)C)=[O:14])[CH2:10][CH:9]1[CH2:11][CH3:12])=[O:7])([CH3:4])([CH3:3])[CH3:2].CC(C)([O-])C.[K+]. The catalyst is CCOCC.O. The product is [C:1]([O:5][C:6]([C:8]1([C:13]([OH:15])=[O:14])[CH2:10][CH:9]1[CH2:11][CH3:12])=[O:7])([CH3:2])([CH3:3])[CH3:4]. The yield is 0.690. (5) The reactants are Cl[C:2]1[C:7]([N+:8]([O-:10])=[O:9])=[CH:6][CH:5]=[C:4]([Cl:11])[N:3]=1.C(=O)([O-])[O-].[K+].[K+].[NH2:18][CH:19]([CH2:22][CH3:23])[CH2:20][CH3:21]. The catalyst is C(#N)C. The product is [Cl:11][C:4]1[N:3]=[C:2]([NH:18][CH:19]([CH2:22][CH3:23])[CH2:20][CH3:21])[C:7]([N+:8]([O-:10])=[O:9])=[CH:6][CH:5]=1. The yield is 0.480.